Predict which catalyst facilitates the given reaction. From a dataset of Catalyst prediction with 721,799 reactions and 888 catalyst types from USPTO. (1) Product: [S:1]1[CH:5]=[CH:4][C:3]([CH2:6][CH2:7][CH2:8][C:9]([OH:11])=[O:10])=[CH:2]1. The catalyst class is: 270. Reactant: [S:1]1[CH:5]=[CH:4][C:3]([CH2:6][CH2:7][CH:8](C(O)=O)[C:9]([OH:11])=[O:10])=[CH:2]1.[OH-].[NH4+]. (2) Reactant: [CH3:1][O:2][C:3]1[CH:8]=[CH:7][C:6]([CH2:9][N:10]2[C:15](=[O:16])[CH:14]=[C:13]([CH2:17][CH2:18][C:19](OCCCC)=[O:20])[C:12](=[O:26])[NH:11]2)=[CH:5][CH:4]=1.[H-].[Al+3].[Li+].[H-].[H-].[H-].Cl. Product: [OH:20][CH2:19][CH2:18][CH2:17][C:13]1[C:12](=[O:26])[NH:11][N:10]([CH2:9][C:6]2[CH:5]=[CH:4][C:3]([O:2][CH3:1])=[CH:8][CH:7]=2)[C:15](=[O:16])[CH:14]=1. The catalyst class is: 1. (3) Reactant: CS(O[CH2:6][CH2:7][N:8]1[CH:12]=[C:11]([C:13]2[CH:18]=[CH:17][N:16]=[CH:15][CH:14]=2)[C:10]([C:19]2[CH:24]=[CH:23][C:22]([O:25][CH2:26][C:27]3[CH:32]=[CH:31][CH:30]=[CH:29][CH:28]=3)=[CH:21][CH:20]=2)=[N:9]1)(=O)=O.[F-:33].C([N+](CCCC)(CCCC)CCCC)CCC. Product: [CH2:26]([O:25][C:22]1[CH:23]=[CH:24][C:19]([C:10]2[C:11]([C:13]3[CH:18]=[CH:17][N:16]=[CH:15][CH:14]=3)=[CH:12][N:8]([CH2:7][CH2:6][F:33])[N:9]=2)=[CH:20][CH:21]=1)[C:27]1[CH:32]=[CH:31][CH:30]=[CH:29][CH:28]=1. The catalyst class is: 1. (4) Reactant: [H-].[Na+].[F:3][C:4]1[CH:9]=[CH:8][C:7]([C@@H:10]([OH:12])[CH3:11])=[CH:6][CH:5]=1.[CH2:13](Br)[CH:14]=[CH2:15]. Product: [CH2:15]([O:12][C@H:10]([C:7]1[CH:8]=[CH:9][C:4]([F:3])=[CH:5][CH:6]=1)[CH3:11])[CH:14]=[CH2:13]. The catalyst class is: 3. (5) Reactant: [CH3:1][O:2][CH2:3][C@H:4]([CH3:51])[CH2:5][O:6][CH2:7][C:8]1[CH:13]=[CH:12][C:11]([C@@H:14]2[C@@H:19]([O:20][CH2:21][C:22]3[CH:23]=[CH:24][C:25]4[O:30][CH2:29][CH2:28][N:27]([CH2:31][CH2:32][CH2:33][O:34][CH3:35])[C:26]=4[CH:36]=3)[CH2:18][N:17](S(C3C=CC(C)=CC=3)(=O)=O)[C@H:16]([CH2:47][CH:48]([NH2:50])[CH3:49])[CH2:15]2)=[CH:10][CH:9]=1.CCN(CC)CC.[C:59](Cl)(=[O:61])[CH3:60]. Product: [CH3:1][O:2][CH2:3][C@H:4]([CH3:51])[CH2:5][O:6][CH2:7][C:8]1[CH:13]=[CH:12][C:11]([C@@H:14]2[C@@H:19]([O:20][CH2:21][C:22]3[CH:23]=[CH:24][C:25]4[O:30][CH2:29][CH2:28][N:27]([CH2:31][CH2:32][CH2:33][O:34][CH3:35])[C:26]=4[CH:36]=3)[CH2:18][NH:17][C@H:16]([CH2:47][C@@H:48]([NH:50][C:59](=[O:61])[CH3:60])[CH3:49])[CH2:15]2)=[CH:10][CH:9]=1. The catalyst class is: 34.